Dataset: Full USPTO retrosynthesis dataset with 1.9M reactions from patents (1976-2016). Task: Predict the reactants needed to synthesize the given product. (1) Given the product [N:30]1([C:2]2[N:7]=[C:6]([NH:8][CH:9]3[CH2:14][CH2:13][O:12][CH2:11][CH2:10]3)[C:5]([N+:15]([O-:17])=[O:16])=[C:4]([C:18]3[CH:23]=[CH:22][CH:21]=[CH:20][CH:19]=3)[N:3]=2)[C:34]2[CH:35]=[CH:36][CH:37]=[CH:38][C:33]=2[N:32]=[CH:31]1, predict the reactants needed to synthesize it. The reactants are: Cl[C:2]1[N:7]=[C:6]([NH:8][CH:9]2[CH2:14][CH2:13][O:12][CH2:11][CH2:10]2)[C:5]([N+:15]([O-:17])=[O:16])=[C:4]([C:18]2[CH:23]=[CH:22][CH:21]=[CH:20][CH:19]=2)[N:3]=1.C(=O)([O-])[O-].[K+].[K+].[N:30]1[C:34]2[CH:35]=[CH:36][CH:37]=[CH:38][C:33]=2[NH:32][CH:31]=1. (2) Given the product [C:19]([C:20]1[C:21](=[O:22])[N:9]([CH2:10][C:11]([O:13][CH3:14])=[O:12])[C:7]2[N:8]=[C:3]([O:2][CH3:1])[CH:4]=[CH:5][C:6]=2[N:15]=1)([CH3:26])([CH3:25])[CH3:18], predict the reactants needed to synthesize it. The reactants are: [CH3:1][O:2][C:3]1[N:8]=[C:7]([NH:9][CH2:10][C:11]([O:13][CH3:14])=[O:12])[C:6]([N+:15]([O-])=O)=[CH:5][CH:4]=1.[CH3:18][C:19]([CH3:26])([CH3:25])[C:20](=O)[C:21](O)=[O:22].